This data is from HIV replication inhibition screening data with 41,000+ compounds from the AIDS Antiviral Screen. The task is: Binary Classification. Given a drug SMILES string, predict its activity (active/inactive) in a high-throughput screening assay against a specified biological target. (1) The molecule is CC(CNC(=N)CSS(=O)(=O)O)OC12CC3CC(CC(C3)C1)C2. The result is 0 (inactive). (2) The molecule is Cn1c2ccc([N+](=O)[O-])cc2c(=O)c2c(O)cc(O)cc21. The result is 0 (inactive). (3) The compound is N.Nc1ncnc2c1ncn2C1OC(CCP(=O)(O)O)C(O)C1O. The result is 0 (inactive). (4) The compound is CCOc1ccccc1NC(=O)C(=O)CC(=O)c1sc(Nc2nnc(-c3ccc(Cl)c(Cl)c3)o2)nc1C. The result is 0 (inactive). (5) The compound is O=C1C=C(NC(=O)c2ccc(Cl)cc2)c2ncccc2C1=O. The result is 0 (inactive). (6) The drug is O=S(=O)(N=[Se](=O)(c1ccccc1)c1ccccc1)c1ccccc1. The result is 0 (inactive). (7) The compound is CCCCCCCCCC(=O)OC1CN2CCC(O)C2C(O)C1O. The result is 0 (inactive). (8) The molecule is NC(=O)C(c1ccccc1)N1CCOCC1. The result is 0 (inactive). (9) The result is 0 (inactive). The compound is COc1cc(C=CC2=C(C#N)C(=O)OC2(C)C)ccc1O. (10) The molecule is CCCN(CCC)CCc1cc(C(C)=O)n(S(=O)(=O)c2ccc(C)cc2)c1.Cl. The result is 0 (inactive).